From a dataset of Full USPTO retrosynthesis dataset with 1.9M reactions from patents (1976-2016). Predict the reactants needed to synthesize the given product. (1) Given the product [Br:1][C:2]1[CH:7]=[CH:6][CH:5]=[CH:4][C:3]=1[NH:8][C:9](=[O:17])[CH:10]([CH3:16])[C:11]([OH:13])=[O:12], predict the reactants needed to synthesize it. The reactants are: [Br:1][C:2]1[CH:7]=[CH:6][CH:5]=[CH:4][C:3]=1[NH:8][C:9](=[O:17])[CH:10]([CH3:16])[C:11]([O:13]CC)=[O:12]. (2) Given the product [CH3:1][O:2][C:3]1[CH:12]=[CH:11][C:10]2[C:5](=[CH:6][CH:7]=[C:8]([C:17](=[O:32])[CH2:18][CH2:19][CH2:20][CH2:21][CH2:22][CH2:23][CH2:24][CH2:25][CH2:26][CH2:27][CH3:28])[CH:9]=2)[CH:4]=1, predict the reactants needed to synthesize it. The reactants are: [CH3:1][O:2][C:3]1[CH:12]=[CH:11][C:10]2[C:5](=[CH:6][CH:7]=[CH:8][CH:9]=2)[CH:4]=1.[Cl-].[Al+3].[Cl-].[Cl-].[CH2:17](Cl)[CH2:18][CH2:19][CH2:20][CH2:21][CH2:22][CH2:23][CH2:24][CH2:25][CH2:26][CH2:27][CH3:28].Cl.[N+](C1C=CC=CC=1)([O-])=[O:32].